This data is from Full USPTO retrosynthesis dataset with 1.9M reactions from patents (1976-2016). The task is: Predict the reactants needed to synthesize the given product. (1) The reactants are: Br[C:2]1[S:6][CH:5]=[C:4]([C:7]([N:9]2[C@@H:18]3[C@@H:13]([CH2:14][CH2:15][CH2:16][CH2:17]3)[CH2:12][CH2:11][CH2:10]2)=[O:8])[CH:3]=1.C(=O)([O-])[O-].[K+].[K+].C[NH:26][CH2:27][CH2:28][NH:29][CH3:30].N1C=CN=C1. Given the product [N:26]1([C:2]2[S:6][CH:5]=[C:4]([C:7]([N:9]3[CH:18]4[CH:13]([CH2:14][CH2:15][CH2:16][CH2:17]4)[CH2:12][CH2:11][CH2:10]3)=[O:8])[CH:3]=2)[CH:27]=[CH:28][N:29]=[CH:30]1, predict the reactants needed to synthesize it. (2) Given the product [Br:1][C:2]1[CH:3]=[C:4]([CH3:17])[C:5]([CH:8]2[CH2:13][CH2:12][O:11][CH2:10][CH2:9]2)=[N:6][CH:7]=1, predict the reactants needed to synthesize it. The reactants are: [Br:1][C:2]1[CH:3]=[C:4]([CH3:17])[C:5]([C:8]2(C(O)=O)[CH2:13][CH2:12][O:11][CH2:10][CH2:9]2)=[N:6][CH:7]=1.O. (3) The reactants are: C[Si]([C:5]#[C:6][C:7]1[N:12]=[C:11]([C:13](=[O:15])[CH3:14])[CH:10]=[CH:9][CH:8]=1)(C)C.[Cl:16][C:17]1[CH:18]=[C:19]2[C:23](=[CH:24][CH:25]=1)[N:22]([CH2:26][CH2:27][CH3:28])[C:21](=[O:29])[C:20]2=[O:30].CNC. Given the product [Cl:16][C:17]1[CH:18]=[C:19]2[C:23](=[CH:24][CH:25]=1)[N:22]([CH2:26][CH2:27][CH3:28])[C:21](=[O:29])[C:20]2([CH2:14][C:13]([C:11]1[CH:10]=[CH:9][CH:8]=[C:7]([C:6]#[CH:5])[N:12]=1)=[O:15])[OH:30], predict the reactants needed to synthesize it. (4) Given the product [NH2:1][C:2]1[N:10]=[C:9]2[C:5]([N:6]=[C:7]([C:11]3[CH:16]=[CH:15][C:14]([F:17])=[CH:13][CH:12]=3)[N:8]2[CH3:35])=[C:4]([N:18]2[CH2:23][CH2:22][N:21]([C:24](=[O:34])[CH2:25][O:26][C:27]3[CH:32]=[CH:31][C:30]([Cl:33])=[CH:29][CH:28]=3)[CH2:20][CH2:19]2)[N:3]=1, predict the reactants needed to synthesize it. The reactants are: [NH2:1][C:2]1[N:10]=[C:9]2[C:5]([N:6]=[C:7]([C:11]3[CH:16]=[CH:15][C:14]([F:17])=[CH:13][CH:12]=3)[NH:8]2)=[C:4]([N:18]2[CH2:23][CH2:22][N:21]([C:24](=[O:34])[CH2:25][O:26][C:27]3[CH:32]=[CH:31][C:30]([Cl:33])=[CH:29][CH:28]=3)[CH2:20][CH2:19]2)[N:3]=1.[C:35](=O)([O-])[O-].[K+].[K+].CI. (5) The reactants are: NC1C=CC([C:8]2[NH:9][C:10]3[CH:16]=[CH:15][C:14](N)=[CH:13][C:11]=3[N:12]=2)=CC=1.[C:18]1([C@@H:24]2[CH2:26][C@H:25]2[C:27](Cl)=[O:28])[CH:23]=[CH:22][CH:21]=[CH:20][CH:19]=1. Given the product [C:18]1([C@@H:24]2[CH2:26][C@H:25]2[C:27]([C:8]2[NH:9][C:10]3[CH:16]=[CH:15][CH:14]=[CH:13][C:11]=3[N:12]=2)=[O:28])[CH:23]=[CH:22][CH:21]=[CH:20][CH:19]=1, predict the reactants needed to synthesize it. (6) The reactants are: [C:1]([C:4]1[C:9]([C:10]2[CH:15]=[CH:14][CH:13]=[CH:12][CH:11]=2)=[N:8][N:7]([CH2:16][CH3:17])[C:6](=[O:18])[C:5]=1[N+:19]([O-])=O)(=[O:3])[CH3:2].N[C:23]1[CH:27]=[C:26]([CH3:28])[O:25][N:24]=1. Given the product [C:1]([C:4]1[C:9]([C:10]2[CH:11]=[CH:12][CH:13]=[CH:14][CH:15]=2)=[N:8][N:7]([CH2:16][CH3:17])[C:6](=[O:18])[C:5]=1[NH:19][C:23]1[CH:27]=[C:26]([CH3:28])[O:25][N:24]=1)(=[O:3])[CH3:2], predict the reactants needed to synthesize it.